Dataset: Peptide-MHC class I binding affinity with 185,985 pairs from IEDB/IMGT. Task: Regression. Given a peptide amino acid sequence and an MHC pseudo amino acid sequence, predict their binding affinity value. This is MHC class I binding data. (1) The peptide sequence is GLCAHILLY. The MHC is HLA-A11:01 with pseudo-sequence HLA-A11:01. The binding affinity (normalized) is 0.665. (2) The peptide sequence is LYCKMNWFL. The MHC is Mamu-A70103 with pseudo-sequence Mamu-A70103. The binding affinity (normalized) is 0.0760.